Dataset: Full USPTO retrosynthesis dataset with 1.9M reactions from patents (1976-2016). Task: Predict the reactants needed to synthesize the given product. Given the product [C:1]([O:5][C:6](=[O:18])[NH:7][C@H:8]1[CH2:17][CH2:16][C:11]2[N:12]=[C:13]([NH:15][C:35](=[O:36])[C:34]3[CH:38]=[CH:39][CH:40]=[C:32]([O:31][CH2:30][C:28](=[O:29])[NH:27][C:24]4[CH:25]=[CH:26][C:21]([C:19]#[N:20])=[CH:22][CH:23]=4)[CH:33]=3)[S:14][C:10]=2[CH2:9]1)([CH3:4])([CH3:2])[CH3:3], predict the reactants needed to synthesize it. The reactants are: [C:1]([O:5][C:6](=[O:18])[NH:7][C@H:8]1[CH2:17][CH2:16][C:11]2[N:12]=[C:13]([NH2:15])[S:14][C:10]=2[CH2:9]1)([CH3:4])([CH3:3])[CH3:2].[C:19]([C:21]1[CH:26]=[CH:25][C:24]([NH:27][C:28]([CH2:30][O:31][C:32]2[CH:33]=[C:34]([CH:38]=[CH:39][CH:40]=2)[C:35](O)=[O:36])=[O:29])=[CH:23][CH:22]=1)#[N:20].